From a dataset of Full USPTO retrosynthesis dataset with 1.9M reactions from patents (1976-2016). Predict the reactants needed to synthesize the given product. (1) The reactants are: [NH2:1][CH2:2][CH2:3][CH2:4][CH2:5][NH:6][S:7]([C:10]1[CH:15]=[CH:14][C:13]([CH2:16][N:17]([CH2:25][C:26]2[NH:27][CH:28]=[CH:29][N:30]=2)[CH2:18][C:19]2[N:20]([CH3:24])[CH:21]=[CH:22][N:23]=2)=[CH:12][CH:11]=1)(=[O:9])=[O:8].[CH:31](=O)[CH2:32][CH3:33].[C:35]([BH3-])#N.[Na+].[C:39](O)(=O)[CH3:40]. Given the product [CH2:31]([N:1]([CH2:35][CH2:39][CH3:40])[CH2:2][CH2:3][CH2:4][CH2:5][NH:6][S:7]([C:10]1[CH:15]=[CH:14][C:13]([CH2:16][N:17]([CH2:25][C:26]2[NH:30][CH:29]=[CH:28][N:27]=2)[CH2:18][C:19]2[N:20]([CH3:24])[CH:21]=[CH:22][N:23]=2)=[CH:12][CH:11]=1)(=[O:8])=[O:9])[CH2:32][CH3:33], predict the reactants needed to synthesize it. (2) Given the product [NH:1]1[C:5]2[CH:6]=[CH:7][C:8]([N:10]3[CH:22]([C:21]4[CH:24]=[CH:25][C:18]([CH:15]5[CH2:16][CH2:17][C:12]([F:26])([F:11])[CH2:13][CH2:14]5)=[CH:19][CH:20]=4)[C:29](=[O:30])[CH2:28][C:27]3=[O:32])=[CH:9][C:4]=2[N:3]=[CH:2]1, predict the reactants needed to synthesize it. The reactants are: [NH:1]1[C:5]2[CH:6]=[CH:7][C:8]([NH2:10])=[CH:9][C:4]=2[N:3]=[CH:2]1.[F:11][C:12]1([F:26])[CH2:17][CH2:16][CH:15]([C:18]2[CH:25]=[CH:24][C:21]([CH:22]=O)=[CH:20][CH:19]=2)[CH2:14][CH2:13]1.[C:27](OC(C)(C)C)(=[O:32])[CH2:28][C:29]([O-])=[O:30].C(=O)(OC)OC(C)(C)C[N+]#[C-].CC(C)([O-])C.[Na+]. (3) Given the product [OH:3][C:4]1[CH:5]=[CH:6][C:7](/[CH:8]=[CH:40]/[C:39]2[CH:42]=[C:43]([OH:45])[CH:44]=[C:37]([OH:36])[CH:38]=2)=[CH:28][CH:29]=1, predict the reactants needed to synthesize it. The reactants are: [Br-].C[O:3][C:4]1[CH:29]=[CH:28][C:7]([CH2:8][P+](C2C=CC=CC=2)(C2C=CC=CC=2)C2C=CC=CC=2)=[CH:6][CH:5]=1.C([Li])CCC.C[O:36][C:37]1[CH:38]=[C:39]([CH:42]=[C:43]([O:45]C)[CH:44]=1)[CH:40]=O.O. (4) Given the product [Br:1][C:2]1[CH:7]=[CH:6][C:5]([N:9]2[C:18]3[C:13](=[CH:14][C:15]([S:19]([O:22][C:23]4[C:24]([F:33])=[C:25]([F:32])[C:26]([F:31])=[C:27]([F:30])[C:28]=4[F:29])(=[O:20])=[O:21])=[CH:16][CH:17]=3)[CH:12]=[CH:11][C:10]2=[O:34])=[C:4]([O:35][CH3:36])[CH:3]=1, predict the reactants needed to synthesize it. The reactants are: [Br:1][C:2]1[C:7](Cl)=[CH:6][C:5]([N:9]2[C:18]3[C:13](=[CH:14][C:15]([S:19]([O:22][C:23]4[C:28]([F:29])=[C:27]([F:30])[C:26]([F:31])=[C:25]([F:32])[C:24]=4[F:33])(=[O:21])=[O:20])=[CH:16][CH:17]=3)[CH:12]=[CH:11][C:10]2=[O:34])=[C:4]([O:35][CH3:36])[CH:3]=1.BrC1C=CC(I)=C(OC)C=1. (5) Given the product [Cl:1][C:2]1[CH:7]=[CH:6][C:5]([S:8]([CH:11]([C:12]2[CH:17]=[C:16]([F:18])[CH:15]=[CH:14][C:13]=2[F:19])[CH:21]2[CH2:26][CH2:25][N:24]([C:27]([O:29][C:30]([CH3:33])([CH3:32])[CH3:31])=[O:28])[CH2:23][CH2:22]2)(=[O:10])=[O:9])=[CH:4][CH:3]=1, predict the reactants needed to synthesize it. The reactants are: [Cl:1][C:2]1[CH:7]=[CH:6][C:5]([S:8]([CH2:11][C:12]2[CH:17]=[C:16]([F:18])[CH:15]=[CH:14][C:13]=2[F:19])(=[O:10])=[O:9])=[CH:4][CH:3]=1.O[CH:21]1[CH2:26][CH2:25][N:24]([C:27]([O:29][C:30]([CH3:33])([CH3:32])[CH3:31])=[O:28])[CH2:23][CH2:22]1.C(C=P(CCCC)(CCCC)CCCC)#N. (6) Given the product [Cl:21][C:22]1[C:23]([F:38])=[C:24]([C:28]2[CH:36]=[CH:35][CH:34]=[C:33]3[C:29]=2[C:30](=[CH:16][C:13]2[NH:12][C:9]4[CH2:10][CH2:11][N:6]([CH2:5][CH2:4][N:3]([CH2:19][CH3:20])[CH2:1][CH3:2])[C:7](=[O:18])[C:8]=4[C:14]=2[CH3:15])[C:31](=[O:37])[NH:32]3)[CH:25]=[CH:26][CH:27]=1, predict the reactants needed to synthesize it. The reactants are: [CH2:1]([N:3]([CH2:19][CH3:20])[CH2:4][CH2:5][N:6]1[CH2:11][CH2:10][C:9]2[NH:12][C:13]([CH:16]=O)=[C:14]([CH3:15])[C:8]=2[C:7]1=[O:18])[CH3:2].[Cl:21][C:22]1[C:23]([F:38])=[C:24]([C:28]2[CH:36]=[CH:35][CH:34]=[C:33]3[C:29]=2[CH2:30][C:31](=[O:37])[NH:32]3)[CH:25]=[CH:26][CH:27]=1.